Dataset: Forward reaction prediction with 1.9M reactions from USPTO patents (1976-2016). Task: Predict the product of the given reaction. (1) Given the reactants [Cl:1][C:2]1[C:6]([CH3:7])=[CH:5][S:4][C:3]=1[CH2:8][N:9]1[C:14](=[O:15])[C:13]([C:16]([O:18]CC)=[O:17])=[CH:12][N:11]([C:21]2[CH:32]=[CH:31][C:24]3[N:25]([CH3:30])[C:26](=[O:29])[N:27]([CH3:28])[C:23]=3[CH:22]=2)[C:10]1=[O:33].Cl.O, predict the reaction product. The product is: [Cl:1][C:2]1[C:6]([CH3:7])=[CH:5][S:4][C:3]=1[CH2:8][N:9]1[C:14](=[O:15])[C:13]([C:16]([OH:18])=[O:17])=[CH:12][N:11]([C:21]2[CH:32]=[CH:31][C:24]3[N:25]([CH3:30])[C:26](=[O:29])[N:27]([CH3:28])[C:23]=3[CH:22]=2)[C:10]1=[O:33]. (2) Given the reactants [CH:1]([C:4]1[CH:18]=[C:17]([O:19][CH3:20])[C:16]([O:21][CH3:22])=[CH:15][C:5]=1[CH:6]=NC(C(C)C)C(C)C)([CH3:3])[CH3:2].Cl.C1C[O:27]CC1, predict the reaction product. The product is: [CH:1]([C:4]1[CH:18]=[C:17]([O:19][CH3:20])[C:16]([O:21][CH3:22])=[CH:15][C:5]=1[CH:6]=[O:27])([CH3:3])[CH3:2]. (3) Given the reactants [Cl:1][CH2:2][C:3](=[O:11])[C@H:4]([O:6][Si](C)(C)C)[CH3:5].[F:12][C:13]1[CH:18]=[C:17]([F:19])[CH:16]=[CH:15][C:14]=1[Mg]Br.[Cl-].[NH4+].O, predict the reaction product. The product is: [Cl:1][CH2:2][C:3]([C:16]1[CH:15]=[CH:14][C:13]([F:12])=[CH:18][C:17]=1[F:19])([OH:11])[CH:4]([OH:6])[CH3:5]. (4) Given the reactants [C:1]([C@@H:3]([NH:19][C:20]([C@@H:22]1[CH2:27][CH2:26][CH2:25][CH2:24][N:23]1C(OC(C)(C)C)=O)=[O:21])[CH2:4][C:5]1[CH:10]=[CH:9][C:8]([C:11]2[CH:12]=[N:13][C:14]([C:17]#[N:18])=[CH:15][CH:16]=2)=[CH:7][CH:6]=1)#[N:2], predict the reaction product. The product is: [C:1]([C@@H:3]([NH:19][C:20]([C@@H:22]1[CH2:27][CH2:26][CH2:25][CH2:24][NH:23]1)=[O:21])[CH2:4][C:5]1[CH:10]=[CH:9][C:8]([C:11]2[CH:12]=[N:13][C:14]([C:17]#[N:18])=[CH:15][CH:16]=2)=[CH:7][CH:6]=1)#[N:2]. (5) Given the reactants [C:1]([C:3]1[CH:19]=[CH:18][C:6]([O:7][C:8]2[CH:9]=[CH:10][C:11]3[B:15]([OH:16])[O:14][CH2:13][C:12]=3[CH:17]=2)=[C:5]([CH:20]=[O:21])[CH:4]=1)#[N:2].[BH4-].[Na+], predict the reaction product. The product is: [C:1]([C:3]1[CH:19]=[CH:18][C:6]([O:7][C:8]2[CH:9]=[CH:10][C:11]3[B:15]([OH:16])[O:14][CH2:13][C:12]=3[CH:17]=2)=[C:5]([CH2:20][OH:21])[CH:4]=1)#[N:2]. (6) Given the reactants Cl.[C:2]([O:6][C:7](=[O:13])[NH:8][CH2:9][C@@H:10]([NH2:12])[CH3:11])([CH3:5])([CH3:4])[CH3:3].[Br:14][C@@H:15]([CH3:19])[C:16](O)=[O:17].Cl.C(N=C=NCCCN(C)C)C.O.ON1C2C=CC=CC=2N=N1.C(N1CCOCC1)C, predict the reaction product. The product is: [C:2]([O:6][C:7](=[O:13])[NH:8][CH2:9][C@@H:10]([NH:12][C:16](=[O:17])[C@@H:15]([Br:14])[CH3:19])[CH3:11])([CH3:3])([CH3:5])[CH3:4]. (7) The product is: [CH:6]([OH:7])=[O:5].[C:29]1([N:26]2[C:27](=[O:28])[C:23](=[CH:22][C:11]3[CH:12]=[CH:13][C:14]([O:18][CH2:19][CH2:20][CH3:21])=[C:15]4[C:10]=3[CH2:9][NH:8][CH2:17][CH2:16]4)[C:24](=[O:35])[NH:25]2)[CH:30]=[CH:31][CH:32]=[CH:33][CH:34]=1. Given the reactants C([O:5][C:6]([N:8]1[CH2:17][CH2:16][C:15]2[C:10](=[C:11]([CH:22]=[C:23]3[C:27](=[O:28])[N:26]([C:29]4[CH:34]=[CH:33][CH:32]=[CH:31][CH:30]=4)[NH:25][C:24]3=[O:35])[CH:12]=[CH:13][C:14]=2[O:18][CH2:19][CH2:20][CH3:21])[CH2:9]1)=[O:7])(C)(C)C.Cl.C(OCC)C, predict the reaction product.